From a dataset of Reaction yield outcomes from USPTO patents with 853,638 reactions. Predict the reaction yield, written as a fraction of the theoretical maximum amount of product (1.0 means a 100% yield; for example, 0.34 means a 34% yield). (1) The reactants are S(Cl)(Cl)=O.[O:5]1[CH:9]=[CH:8][C:7]([C:10]([OH:12])=O)=[CH:6]1.[NH2:13][NH:14][C:15]([NH2:17])=[S:16].C(=O)(O)[O-].[Na+]. The catalyst is C1COCC1.ClCCl. The product is [O:5]1[CH:9]=[CH:8][C:7]([C:10]([NH:13][NH:14][C:15]([NH2:17])=[S:16])=[O:12])=[CH:6]1. The yield is 0.740. (2) The reactants are [Br:1][C:2]1[CH:15]=[C:14]2[C:5]([O:6][CH:7]3[CH:12]([C:13]42[C:19](=[O:20])NC(=O)[NH:16]4)[CH2:11][CH2:10][CH2:9][CH2:8]3)=[CH:4][CH:3]=1.[OH-:22].[K+].Cl. The catalyst is O. The product is [NH2:16][C:13]1([C:19]([OH:22])=[O:20])[CH:12]2[CH:7]([CH2:8][CH2:9][CH2:10][CH2:11]2)[O:6][C:5]2[C:14]1=[CH:15][C:2]([Br:1])=[CH:3][CH:4]=2. The yield is 0.930. (3) The reactants are [S:1]([C:10]1[CH:16]=[CH:15][C:13]([CH3:14])=[CH:12][CH:11]=1)([O:4][CH2:5][CH:6]([OH:9])[CH2:7][OH:8])(=[O:3])=[O:2].[CH3:17][O:18][C:19]1[CH:40]=[CH:39][C:22]([C:23](Cl)([C:32]2[CH:37]=[CH:36][CH:35]=[CH:34][CH:33]=2)[C:24]2[CH:29]=[CH:28][C:27]([O:30][CH3:31])=[CH:26][CH:25]=2)=[CH:21][CH:20]=1.C([O-])(O)=O.[Na+]. The catalyst is N1C=CC=CC=1. The product is [S:1]([O:4][CH2:5][CH:6]([CH2:7][O:8][C:23]([C:32]1[CH:37]=[CH:36][CH:35]=[CH:34][CH:33]=1)([C:24]1[CH:29]=[CH:28][C:27]([O:30][CH3:31])=[CH:26][CH:25]=1)[C:22]1[CH:21]=[CH:20][C:19]([O:18][CH3:17])=[CH:40][CH:39]=1)[OH:9])([C:10]1[CH:11]=[CH:12][C:13]([CH3:14])=[CH:15][CH:16]=1)(=[O:2])=[O:3]. The yield is 0.660. (4) The reactants are [OH:1][C:2]1[CH:7]=[CH:6][C:5]([C:8](=[C:25]2[CH2:30][C:29]([CH3:32])([CH3:31])[CH2:28][C:27]([CH3:34])([CH3:33])[CH2:26]2)[C:9]2[CH:14]=[CH:13][C:12]([C:15]3[C:16]([C:21]([O:23]C)=[O:22])=[CH:17][CH:18]=[CH:19][CH:20]=3)=[CH:11][CH:10]=2)=[CH:4][CH:3]=1.[OH-].[Na+].Cl. The catalyst is CCO.C1COCC1. The product is [OH:1][C:2]1[CH:7]=[CH:6][C:5]([C:8](=[C:25]2[CH2:26][C:27]([CH3:34])([CH3:33])[CH2:28][C:29]([CH3:32])([CH3:31])[CH2:30]2)[C:9]2[CH:14]=[CH:13][C:12]([C:15]3[C:16]([C:21]([OH:23])=[O:22])=[CH:17][CH:18]=[CH:19][CH:20]=3)=[CH:11][CH:10]=2)=[CH:4][CH:3]=1. The yield is 0.890. (5) The reactants are [NH2:1][C:2]1[C:11]2[C:6](=[C:7](I)[C:8]([F:12])=[CH:9][CH:10]=2)[N:5]=[N:4][C:3]=1[C:14]([NH:16][CH:17]1[CH2:19][CH2:18]1)=[O:15].[CH3:20][O:21][C:22]1[N:27]=[C:26]([O:28][CH3:29])[C:25](B(O)O)=[CH:24][N:23]=1. No catalyst specified. The product is [NH2:1][C:2]1[C:11]2[C:6](=[C:7]([C:25]3[C:26]([O:28][CH3:29])=[N:27][C:22]([O:21][CH3:20])=[N:23][CH:24]=3)[C:8]([F:12])=[CH:9][CH:10]=2)[N:5]=[N:4][C:3]=1[C:14]([NH:16][CH:17]1[CH2:19][CH2:18]1)=[O:15]. The yield is 0.390. (6) The reactants are [CH2:1]1[C:9]2[C:4](=[CH:5][CH:6]=[CH:7][CH:8]=2)[CH:3]=[CH:2]1.O1CCCC1.C([Li])CCC.[CH2:20]1[CH2:30][CH2:29][C:23](=[C:24]2[CH:28]=[CH:27][CH:26]=[CH:25]2)[CH2:22][CH2:21]1. The catalyst is O. The product is [CH:24]1([C:23]2([CH:1]3[C:9]4[C:4](=[CH:5][CH:6]=[CH:7][CH:8]=4)[CH:3]=[CH:2]3)[CH2:29][CH2:30][CH2:20][CH2:21][CH2:22]2)[CH:25]=[CH:26][CH:27]=[CH:28]1. The yield is 0.690. (7) The reactants are [F:1][C:2]1([F:41])[CH2:6][CH2:5][N:4]([CH:7]2[CH2:12][CH2:11][N:10]([CH2:13][C:14]3[C:15]([C:31]4[CH:36]=[CH:35][CH:34]=[C:33]([C:37]([F:40])([F:39])[F:38])[CH:32]=4)=[N:16][C:17]4[C:22]([C:23]=3[C:24](O)=[O:25])=[CH:21][C:20]([S:27]([CH3:30])(=[O:29])=[O:28])=[CH:19][CH:18]=4)[CH2:9][CH2:8]2)[CH2:3]1.[F:42][C:43]([F:53])([F:52])[C@H:44]([NH2:51])[C:45]1[CH:50]=[CH:49][CH:48]=[CH:47][CH:46]=1.C(N(CC)C(C)C)(C)C.CCCP(=O)=O. The yield is 0.830. The product is [F:41][C:2]1([F:1])[CH2:6][CH2:5][N:4]([CH:7]2[CH2:12][CH2:11][N:10]([CH2:13][C:14]3[C:15]([C:31]4[CH:36]=[CH:35][CH:34]=[C:33]([C:37]([F:40])([F:39])[F:38])[CH:32]=4)=[N:16][C:17]4[C:22]([C:23]=3[C:24]([NH:51][C@H:44]([C:45]3[CH:50]=[CH:49][CH:48]=[CH:47][CH:46]=3)[C:43]([F:42])([F:52])[F:53])=[O:25])=[CH:21][C:20]([S:27]([CH3:30])(=[O:28])=[O:29])=[CH:19][CH:18]=4)[CH2:9][CH2:8]2)[CH2:3]1. The catalyst is C(OCC)(=O)C.ClCCl.O. (8) The reactants are [C:1]([O:5][C:6]([N:8]1[C:12]([CH2:26][CH2:27][C:28]2[CH:33]=[CH:32][C:31]([O:34][CH2:35][C:36]3[CH:41]=[CH:40][CH:39]=[CH:38][CH:37]=3)=[CH:30][CH:29]=2)([CH2:13][O:14]C(=O)C2C=CC=CC=2[N+]([O-])=O)[CH2:11][O:10][C:9]1([CH3:43])[CH3:42])=[O:7])([CH3:4])([CH3:3])[CH3:2].C([O-])([O-])=O.[K+].[K+]. The catalyst is CO.C1COCC1. The product is [C:1]([O:5][C:6]([N:8]1[C:12]([CH2:26][CH2:27][C:28]2[CH:29]=[CH:30][C:31]([O:34][CH2:35][C:36]3[CH:41]=[CH:40][CH:39]=[CH:38][CH:37]=3)=[CH:32][CH:33]=2)([CH2:13][OH:14])[CH2:11][O:10][C:9]1([CH3:43])[CH3:42])=[O:7])([CH3:4])([CH3:2])[CH3:3]. The yield is 0.850. (9) The catalyst is ClCCl. The yield is 0.940. The reactants are [CH3:1][CH:2]([CH3:31])[CH2:3][CH:4]([NH:21][C:22]1[CH:23]=[N:24][C:25]([C:28](O)=[O:29])=[N:26][CH:27]=1)[C:5]1[CH:10]=[CH:9][C:8]([C:11]2[CH:16]=[CH:15][C:14]([C:17]([F:20])([F:19])[F:18])=[CH:13][CH:12]=2)=[CH:7][CH:6]=1.Cl.CN(C)CCCN=C=NCC.O.ON1C2C=CC=CC=2N=N1.Cl.[CH2:56]([O:58][C:59](=[O:63])[CH2:60][CH2:61][NH2:62])[CH3:57].C(N(CC)CC)C. The product is [CH2:56]([O:58][C:59](=[O:63])[CH2:60][CH2:61][NH:62][C:28]([C:25]1[N:26]=[CH:27][C:22]([NH:21][CH:4]([C:5]2[CH:6]=[CH:7][C:8]([C:11]3[CH:16]=[CH:15][C:14]([C:17]([F:18])([F:20])[F:19])=[CH:13][CH:12]=3)=[CH:9][CH:10]=2)[CH2:3][CH:2]([CH3:31])[CH3:1])=[CH:23][N:24]=1)=[O:29])[CH3:57].